Dataset: CYP2D6 inhibition data for predicting drug metabolism from PubChem BioAssay. Task: Regression/Classification. Given a drug SMILES string, predict its absorption, distribution, metabolism, or excretion properties. Task type varies by dataset: regression for continuous measurements (e.g., permeability, clearance, half-life) or binary classification for categorical outcomes (e.g., BBB penetration, CYP inhibition). Dataset: cyp2d6_veith. (1) The compound is CCOC(=O)c1c[nH]c2c(C)cc(C)cc2c1=O. The result is 0 (non-inhibitor). (2) The result is 1 (inhibitor). The molecule is Cc1ccc(CNC(=O)[C@H](C)[C@H]2C[C@]2(C)[C@H](NC(=O)OCc2ccccc2)c2ccccc2)o1. (3) The molecule is Cc1c(C(=O)O)oc2ccc(S(=O)(=O)NCc3ccc4c(c3)OCO4)cc12. The result is 1 (inhibitor). (4) The molecule is CCOc1ccc(C(=O)Nc2cccc(-c3nc4cccnc4o3)c2)cc1Cl. The result is 0 (non-inhibitor). (5) The molecule is COC(=O)[C@@]1(Cc2ccc(F)cc2)[C@H]2c3cc(C(=O)N(C)C)n(Cc4cccc5ccccc45)c3C[C@H]2CN1C(=O)c1ccccc1. The result is 0 (non-inhibitor). (6) The molecule is Cn1cnc([N+](=O)[O-])c1[Se]c1nc(N)nc2c1ncn2[C@@H]1O[C@@H](CO)[C@H](O)[C@@H]1O. The result is 0 (non-inhibitor). (7) The drug is CCNc1ncc2nc(-c3ccc(F)cc3)c(=O)n(Cc3ccc(F)cc3)c2n1. The result is 0 (non-inhibitor). (8) The compound is Cc1ccc(NCCC(=O)c2ccc(Cl)c(Cl)c2)cc1. The result is 0 (non-inhibitor). (9) The drug is O=C(NC1(C(F)(F)F)NC(=O)N(Cc2cccnc2)C1=O)c1ccccc1. The result is 0 (non-inhibitor). (10) The molecule is Cc1ccc2nc(-c3ccc(NC(=O)c4ccc(N)cc4)c(S(=O)(=O)O)c3)sc2c1. The result is 0 (non-inhibitor).